This data is from Full USPTO retrosynthesis dataset with 1.9M reactions from patents (1976-2016). The task is: Predict the reactants needed to synthesize the given product. (1) Given the product [C:1]([O:5][CH:6]([C:10]1[C:14]([C:15]2[CH2:20][CH2:19][C:18]([CH3:22])([CH3:21])[CH2:17][CH:16]=2)=[C:13]([CH:25]2[CH2:27][CH2:26]2)[S:12][C:11]=1[CH3:24])[C:7]([O:9][CH2:39][CH3:40])=[O:8])([CH3:4])([CH3:3])[CH3:2], predict the reactants needed to synthesize it. The reactants are: [C:1]([O:5][CH:6]([C:10]1[C:14]([C:15]2[CH2:20][CH2:19][C:18]([CH3:22])([CH3:21])[CH2:17][CH:16]=2)=[C:13](I)[S:12][C:11]=1[CH3:24])[C:7]([O-:9])=[O:8])([CH3:4])([CH3:3])[CH3:2].[CH:25]1([B-](F)(F)F)[CH2:27][CH2:26]1.[K+].C(=O)([O-])[O-].[Cs+].[Cs+].[C:39]1(C)C=CC=C[CH:40]=1. (2) Given the product [CH2:1]([N:3]1[C:15]2[C:14](=[O:16])[N:13]([C:18]3[CH:19]=[N:20][CH:21]=[CH:22][C:23]=3[CH3:24])[CH2:12][CH2:11][C:10]=2[C:9]2[C:4]1=[CH:5][CH:6]=[CH:7][CH:8]=2)[CH3:2], predict the reactants needed to synthesize it. The reactants are: [CH2:1]([N:3]1[C:15]2[C:14](=[O:16])[NH:13][CH2:12][CH2:11][C:10]=2[C:9]2[C:4]1=[CH:5][CH:6]=[CH:7][CH:8]=2)[CH3:2].I[C:18]1[CH:19]=[N:20][CH:21]=[CH:22][C:23]=1[CH3:24].P([O-])([O-])([O-])=O.[K+].[K+].[K+]. (3) Given the product [F:8][C:5]1[CH:6]=[CH:7][C:2]2[N:1]=[C:11]([NH2:10])[O:9][C:3]=2[CH:4]=1, predict the reactants needed to synthesize it. The reactants are: [NH2:1][C:2]1[CH:7]=[CH:6][C:5]([F:8])=[CH:4][C:3]=1[OH:9].[N:10]1(C(N2C=CN=C2)=N)C=CN=[CH:11]1.